Dataset: Catalyst prediction with 721,799 reactions and 888 catalyst types from USPTO. Task: Predict which catalyst facilitates the given reaction. Product: [O:26]=[S:2]1(=[O:1])[CH2:3][CH2:4][N:5]([C:8]2[N:9]=[C:10]([C:19]3[CH:24]=[CH:23][C:22]([CH3:25])=[CH:21][CH:20]=3)[C:11]3[CH2:17][CH2:16][N:15]([CH3:29])[CH2:14][CH2:13][C:12]=3[N:18]=2)[CH2:6][CH2:7]1. Reactant: [O:1]=[S:2]1(=[O:26])[CH2:7][CH2:6][N:5]([C:8]2[N:9]=[C:10]([C:19]3[CH:24]=[CH:23][C:22]([CH3:25])=[CH:21][CH:20]=3)[C:11]3[CH2:17][CH2:16][NH:15][CH2:14][CH2:13][C:12]=3[N:18]=2)[CH2:4][CH2:3]1.IC.[CH2:29](N(C(C)C)C(C)C)C. The catalyst class is: 2.